From a dataset of Reaction yield outcomes from USPTO patents with 853,638 reactions. Predict the reaction yield, written as a fraction of the theoretical maximum amount of product (1.0 means a 100% yield; for example, 0.34 means a 34% yield). (1) The reactants are [Cl:1][C:2]1[N:7]=[CH:6][C:5]([N:8]([CH3:24])[C:9](=[O:23])[C:10]([C:13]2[CH:18]=[C:17]([O:19]C)[CH:16]=[C:15]([O:21]C)[CH:14]=2)([CH3:12])[CH3:11])=[C:4]([C:25]2[CH:30]=[CH:29][CH:28]=[CH:27][C:26]=2[CH3:31])[CH:3]=1.C(Cl)Cl. The catalyst is O. The product is [Cl:1][C:2]1[N:7]=[CH:6][C:5]([N:8]([CH3:24])[C:9](=[O:23])[C:10]([C:13]2[CH:18]=[C:17]([OH:19])[CH:16]=[C:15]([OH:21])[CH:14]=2)([CH3:11])[CH3:12])=[C:4]([C:25]2[CH:30]=[CH:29][CH:28]=[CH:27][C:26]=2[CH3:31])[CH:3]=1. The yield is 0.950. (2) The reactants are [OH-].[Na+].[Br:3][C:4]1[CH:5]=[C:6]([C:18]([O:20]C)=O)[C:7]2[CH:8]=[N:9][N:10]([CH:13]3[CH2:17][CH2:16][CH2:15][CH2:14]3)[C:11]=2[CH:12]=1.[NH2:22][CH2:23][C:24]1[C:25](=[O:32])[NH:26][C:27]([CH3:31])=[CH:28][C:29]=1[CH3:30].C1CN([P+](ON2N=NC3C=CC=CC2=3)(N2CCCC2)N2CCCC2)CC1.F[P-](F)(F)(F)(F)F. The catalyst is CCO.CS(C)=O. The product is [Br:3][C:4]1[CH:5]=[C:6]([C:18]([NH:22][CH2:23][C:24]2[C:25](=[O:32])[NH:26][C:27]([CH3:31])=[CH:28][C:29]=2[CH3:30])=[O:20])[C:7]2[CH:8]=[N:9][N:10]([CH:13]3[CH2:14][CH2:15][CH2:16][CH2:17]3)[C:11]=2[CH:12]=1. The yield is 0.565. (3) The reactants are [CH2:1]([O:8][C:9](=[O:22])[NH:10][CH2:11][CH2:12][CH2:13][CH2:14][C:15]1[CH:20]=[CH:19][C:18]([OH:21])=[CH:17][CH:16]=1)[C:2]1[CH:7]=[CH:6][CH:5]=[CH:4][CH:3]=1.C(=O)([O-])[O-].[K+].[K+].[I-].[Na+].Br[CH2:32][C:33]([O:35][CH2:36][CH3:37])=[O:34]. The catalyst is CN(C=O)C.O. The product is [CH2:36]([O:35][C:33](=[O:34])[CH2:32][O:21][C:18]1[CH:19]=[CH:20][C:15]([CH2:14][CH2:13][CH2:12][CH2:11][NH:10][C:9]([O:8][CH2:1][C:2]2[CH:7]=[CH:6][CH:5]=[CH:4][CH:3]=2)=[O:22])=[CH:16][CH:17]=1)[CH3:37]. The yield is 0.890.